From a dataset of Peptide-MHC class I binding affinity with 185,985 pairs from IEDB/IMGT. Regression. Given a peptide amino acid sequence and an MHC pseudo amino acid sequence, predict their binding affinity value. This is MHC class I binding data. (1) The peptide sequence is EGCPKPHRL. The binding affinity (normalized) is 0.00609. The MHC is HLA-A24:02 with pseudo-sequence HLA-A24:02. (2) The peptide sequence is GLADQLIHM. The MHC is HLA-A02:01 with pseudo-sequence HLA-A02:01. The binding affinity (normalized) is 0.590. (3) The peptide sequence is FFGYFASHF. The MHC is HLA-A24:02 with pseudo-sequence HLA-A24:02. The binding affinity (normalized) is 0.832. (4) The peptide sequence is SALANWKIL. The MHC is HLA-A02:06 with pseudo-sequence HLA-A02:06. The binding affinity (normalized) is 0.363. (5) The peptide sequence is LERWHSLIKY. The MHC is Mamu-A01 with pseudo-sequence Mamu-A01. The binding affinity (normalized) is 0.154.